From a dataset of Catalyst prediction with 721,799 reactions and 888 catalyst types from USPTO. Predict which catalyst facilitates the given reaction. (1) Reactant: [OH:1][C@H:2]([C@H:4]1[CH2:8][NH:7][C:6](=[O:9])[CH2:5]1)[CH3:3].C1C=CC(P(C2C=CC=CC=2)C2C=CC=CC=2)=CC=1.[CH3:29][O:30][C:31]1[CH:32]=[C:33]([C:39]2[N:44]=[C:43](O)[C:42]3[N:46]([CH3:49])[CH:47]=[N:48][C:41]=3[CH:40]=2)[CH:34]=[CH:35][C:36]=1[O:37][CH3:38].CCOC(/N=N/C(OCC)=O)=O. Product: [CH3:29][O:30][C:31]1[CH:32]=[C:33]([C:39]2[N:44]=[C:43]([O:1][C@@H:2]([C@H:4]3[CH2:8][NH:7][C:6](=[O:9])[CH2:5]3)[CH3:3])[C:42]3[N:46]([CH3:49])[CH:47]=[N:48][C:41]=3[CH:40]=2)[CH:34]=[CH:35][C:36]=1[O:37][CH3:38]. The catalyst class is: 781. (2) Reactant: [F-].[K+].[C:3]1([CH:9]2[CH2:18][CH2:17][C:16]3[C:11](=[CH:12][CH:13]=[C:14]([OH:19])[CH:15]=3)[O:10]2)[CH:8]=[CH:7][CH:6]=[CH:5][CH:4]=1.Cl[C:21]1[CH:26]=[CH:25][C:24]([N+:27]([O-:29])=[O:28])=[CH:23][N:22]=1.Cl. Product: [N+:27]([C:24]1[CH:25]=[CH:26][C:21]([O:19][C:14]2[CH:15]=[C:16]3[C:11](=[CH:12][CH:13]=2)[O:10][CH:9]([C:3]2[CH:4]=[CH:5][CH:6]=[CH:7][CH:8]=2)[CH2:18][CH2:17]3)=[N:22][CH:23]=1)([O-:29])=[O:28]. The catalyst class is: 3. (3) The catalyst class is: 32. Product: [CH3:1][C@@H:2]([O:14][CH2:15][P:16]([O:18][CH2:19][O:20][C:21]([O:23][CH:24]([CH3:26])[CH3:25])=[O:22])([O:27][CH2:28][O:29][C:30]([O:32][CH:33]([CH3:34])[CH3:35])=[O:31])=[O:17])[CH2:3][N:4]1[C:8]2[N:9]=[CH:10][N:11]=[C:12]([NH2:13])[C:7]=2[N:6]=[CH:5]1.[CH:37](/[C:36]([OH:43])=[O:42])=[CH:38]\[C:39]([OH:41])=[O:40]. Reactant: [CH3:1][C@@H:2]([O:14][CH2:15][P:16]([O:27][CH2:28][O:29][C:30]([O:32][CH:33]([CH3:35])[CH3:34])=[O:31])([O:18][CH2:19][O:20][C:21]([O:23][CH:24]([CH3:26])[CH3:25])=[O:22])=[O:17])[CH2:3][N:4]1[C:8]2[N:9]=[CH:10][N:11]=[C:12]([NH2:13])[C:7]=2[N:6]=[CH:5]1.[C:36]([OH:43])(=[O:42])/[CH:37]=[CH:38]/[C:39]([OH:41])=[O:40].